Dataset: Catalyst prediction with 721,799 reactions and 888 catalyst types from USPTO. Task: Predict which catalyst facilitates the given reaction. Product: [CH3:28][O:27][C:25]([CH2:24][CH2:23][C:20]1[CH:19]=[CH:18][C:17]([O:16][CH2:15][C:11]2[CH:10]=[C:9]([C:5]3[CH:6]=[CH:7][CH:8]=[C:3]([C:1]([OH:31])=[O:2])[CH:4]=3)[CH:14]=[CH:13][CH:12]=2)=[CH:22][CH:21]=1)=[O:26]. Reactant: [CH:1]([C:3]1[CH:4]=[C:5]([C:9]2[CH:14]=[CH:13][CH:12]=[C:11]([CH2:15][O:16][C:17]3[CH:22]=[CH:21][C:20]([CH2:23][CH2:24][C:25]([O:27][CH3:28])=[O:26])=[CH:19][CH:18]=3)[CH:10]=2)[CH:6]=[CH:7][CH:8]=1)=[O:2].S(=O)(=O)([OH:31])N.Cl([O-])=O.[Na+]. The catalyst class is: 30.